Task: Predict which catalyst facilitates the given reaction.. Dataset: Catalyst prediction with 721,799 reactions and 888 catalyst types from USPTO (1) The catalyst class is: 7. Reactant: [CH2:1]([N:3]([CH2:10][CH3:11])[CH2:4][CH2:5][S:6][CH2:7][CH2:8][OH:9])[CH3:2].C[Si]([N-:16][Si](C)(C)C)(C)C.[Li+].[Cl:22][CH2:23][CH2:24][N:25]([CH2:30][CH2:31][Cl:32])[P:26](Cl)(Cl)=[O:27]. Product: [Cl:22][CH2:23][CH2:24][N:25]([CH2:30][CH2:31][Cl:32])[P:26]([NH2:16])(=[O:27])[O:9][CH2:8][CH2:7][S:6][CH2:5][CH2:4][N:3]([CH2:1][CH3:2])[CH2:10][CH3:11]. (2) Reactant: [C:1]1([S:7]([N:10]=[C:11]=[O:12])(=[O:9])=[O:8])[CH:6]=[CH:5][CH:4]=[CH:3][CH:2]=1.[C:13]([O:17][C:18](=[O:39])[CH2:19][CH2:20][CH:21]1[NH:26][CH2:25][CH2:24][N:23]([C:27]2[C:37]([Cl:38])=[CH:36][C:30]([C:31]([O:33][CH2:34][CH3:35])=[O:32])=[CH:29][N:28]=2)[CH2:22]1)([CH3:16])([CH3:15])[CH3:14]. Product: [C:13]([O:17][C:18](=[O:39])[CH2:19][CH2:20][CH:21]1[N:26]([C:11]([NH:10][S:7]([C:1]2[CH:2]=[CH:3][CH:4]=[CH:5][CH:6]=2)(=[O:8])=[O:9])=[O:12])[CH2:25][CH2:24][N:23]([C:27]2[C:37]([Cl:38])=[CH:36][C:30]([C:31]([O:33][CH2:34][CH3:35])=[O:32])=[CH:29][N:28]=2)[CH2:22]1)([CH3:14])([CH3:15])[CH3:16]. The catalyst class is: 10. (3) Reactant: [F:1][C:2]1[C:8]([C:9]([F:12])([F:11])[F:10])=[CH:7][CH:6]=[CH:5][C:3]=1[NH2:4].C1C(=O)N([Br:20])C(=O)C1. Product: [Br:20][C:7]1[CH:6]=[CH:5][C:3]([NH2:4])=[C:2]([F:1])[C:8]=1[C:9]([F:10])([F:11])[F:12]. The catalyst class is: 3. (4) Reactant: [Br:1][C:2]1[CH:10]=[C:9]2[C:5]([CH2:6][CH2:7][NH:8]2)=[CH:4][CH:3]=1.Cl[C:12]1[CH:17]=[CH:16][N:15]=[C:14]([NH2:18])[N:13]=1. Product: [Br:1][C:2]1[CH:10]=[C:9]2[C:5]([CH2:6][CH2:7][N:8]2[C:12]2[CH:17]=[CH:16][N:15]=[C:14]([NH2:18])[N:13]=2)=[CH:4][CH:3]=1. The catalyst class is: 12.